Dataset: Catalyst prediction with 721,799 reactions and 888 catalyst types from USPTO. Task: Predict which catalyst facilitates the given reaction. (1) Product: [Cl:1][C:2]1[CH:7]=[C:6]([Cl:8])[CH:5]=[CH:4][C:3]=1[CH:9]1[S:15][C:14]([CH3:17])([CH3:16])[C:13](=[O:18])[N:12]([CH3:26])[C:11]2[N:19]([CH3:23])[N:20]=[C:21]([CH3:22])[C:10]1=2. The catalyst class is: 299. Reactant: [Cl:1][C:2]1[CH:7]=[C:6]([Cl:8])[CH:5]=[CH:4][C:3]=1[CH:9]1[S:15][C:14]([CH3:17])([CH3:16])[C:13](=[O:18])[NH:12][C:11]2[N:19]([CH3:23])[N:20]=[C:21]([CH3:22])[C:10]1=2.[OH-].[Na+].[CH3:26]OS(OC)(=O)=O.[NH4+].[OH-].C(=O)(O)[O-].[Na+]. (2) Product: [Br:1][C:2]1[CH:7]=[CH:6][C:5]([F:8])=[C:4]([C:9]([N+:10]([O-:12])=[O:11])([CH2:13][OH:14])[CH2:16][OH:15])[CH:3]=1. Reactant: [Br:1][C:2]1[CH:7]=[CH:6][C:5]([F:8])=[C:4]([CH2:9][N+:10]([O-:12])=[O:11])[CH:3]=1.[CH2:13]=[O:14].[O:15]1CCOC[CH2:16]1. The catalyst class is: 170.